Dataset: Peptide-MHC class II binding affinity with 134,281 pairs from IEDB. Task: Regression. Given a peptide amino acid sequence and an MHC pseudo amino acid sequence, predict their binding affinity value. This is MHC class II binding data. (1) The MHC is DRB1_1001 with pseudo-sequence DRB1_1001. The binding affinity (normalized) is 0.779. The peptide sequence is PVGFFTALAVLIECH. (2) The peptide sequence is DDRITKARWVYFLTR. The MHC is DRB1_0405 with pseudo-sequence DRB1_0405. The binding affinity (normalized) is 0.574. (3) The peptide sequence is LTVQFLILGMLLMTG. The MHC is H-2-IEd with pseudo-sequence H-2-IEd. The binding affinity (normalized) is 0. (4) The binding affinity (normalized) is 0.718. The MHC is DRB3_0101 with pseudo-sequence DRB3_0101. The peptide sequence is GELQIVDKIYAAFKI. (5) The peptide sequence is AFKVALTAANAAPAN. The MHC is DRB1_0901 with pseudo-sequence DRB1_0901. The binding affinity (normalized) is 0.745. (6) The peptide sequence is AFKVAAKAANAAPAN. The MHC is HLA-DPA10201-DPB11401 with pseudo-sequence HLA-DPA10201-DPB11401. The binding affinity (normalized) is 0.812. (7) The peptide sequence is SLGEAWTGGGSDKAL. The MHC is HLA-DQA10501-DQB10201 with pseudo-sequence HLA-DQA10501-DQB10201. The binding affinity (normalized) is 0.293. (8) The peptide sequence is VTFTVQKGSDPKKLV. The MHC is DRB1_1101 with pseudo-sequence DRB1_1101. The binding affinity (normalized) is 0.339. (9) The peptide sequence is GELCIVDKIDAAFKI. The MHC is DRB1_0401 with pseudo-sequence DRB1_0401. The binding affinity (normalized) is 0.670.